From a dataset of Peptide-MHC class II binding affinity with 134,281 pairs from IEDB. Regression. Given a peptide amino acid sequence and an MHC pseudo amino acid sequence, predict their binding affinity value. This is MHC class II binding data. (1) The peptide sequence is CDEFINVPEWSYIVEKA. The MHC is HLA-DQA10301-DQB10302 with pseudo-sequence HLA-DQA10301-DQB10302. The binding affinity (normalized) is 0.461. (2) The peptide sequence is VPILLNNPNLFWAVK. The MHC is DRB1_0405 with pseudo-sequence DRB1_0405. The binding affinity (normalized) is 0.545.